This data is from Catalyst prediction with 721,799 reactions and 888 catalyst types from USPTO. The task is: Predict which catalyst facilitates the given reaction. (1) Reactant: [NH2:1][C:2]1[CH:6]=[C:5]([OH:7])[NH:4][N:3]=1.C1(P(C2C=CC=CC=2)C2C=CC=CC=2)C=CC=CC=1.CC(OC(/N=N/C(OC(C)C)=O)=O)C.[CH3:41][O:42][C:43]1[CH:48]=[CH:47][N:46]=[C:45]([CH2:49]O)[CH:44]=1. Product: [CH3:41][O:42][C:43]1[CH:48]=[CH:47][N:46]=[C:45]([CH2:49][O:7][C:5]2[NH:4][N:3]=[C:2]([NH2:1])[CH:6]=2)[CH:44]=1. The catalyst class is: 2. (2) Reactant: [C:1]([O:5][C:6]([N:8]1[CH2:13][CH2:12][NH:11][CH2:10][CH2:9]1)=[O:7])([CH3:4])([CH3:3])[CH3:2].Br[CH2:15][CH2:16][CH2:17][N:18]1[C:22](=[O:23])[C:21]2=[CH:24][CH:25]=[CH:26][CH:27]=[C:20]2[C:19]1=[O:28].C(=O)([O-])[O-].[K+].[K+]. Product: [O:28]=[C:19]1[C:20]2[C:21](=[CH:24][CH:25]=[CH:26][CH:27]=2)[C:22](=[O:23])[N:18]1[CH2:17][CH2:16][CH2:15][N:11]1[CH2:12][CH2:13][N:8]([C:6]([O:5][C:1]([CH3:4])([CH3:2])[CH3:3])=[O:7])[CH2:9][CH2:10]1. The catalyst class is: 3.